Dataset: HIV replication inhibition screening data with 41,000+ compounds from the AIDS Antiviral Screen. Task: Binary Classification. Given a drug SMILES string, predict its activity (active/inactive) in a high-throughput screening assay against a specified biological target. (1) The molecule is C=C(CCC(Cl)C(O)CO)[Si](C)(C)C. The result is 0 (inactive). (2) The drug is O=C(O)CCC(NC(=O)c1ccccc1C(=O)O)C(=O)O. The result is 0 (inactive). (3) The compound is O=C(O)c1ccc2c(n1)-c1nc3nc4c(cc3cc1CC2)CCc1ccc(C(=O)O)nc1-4.[KH]. The result is 0 (inactive).